Dataset: Forward reaction prediction with 1.9M reactions from USPTO patents (1976-2016). Task: Predict the product of the given reaction. (1) Given the reactants CN(C)C=O.[N:6]1[CH:11]=[CH:10][CH:9]=[CH:8][C:7]=1[S:12]([CH:15]([NH:27][CH2:28][C:29]1[CH:34]=[CH:33][C:32]([C:35]2[S:36][CH:37]=[CH:38][N:39]=2)=[CH:31][CH:30]=1)[C:16]1[N:21]=[C:20]([NH:22][CH2:23][C:24]([OH:26])=[O:25])[CH:19]=[CH:18][CH:17]=1)(=[O:14])=[O:13].C(=O)([O-])[O-].[K+].[K+].[C:46]1([CH2:52][CH2:53][CH2:54][CH2:55][CH2:56]CS([O-])(=O)=O)[CH:51]=[CH:50][CH:49]=[CH:48][CH:47]=1, predict the reaction product. The product is: [C:46]1([CH2:52][CH2:53][CH2:54][CH2:55][CH2:56][O:25][C:24](=[O:26])[CH2:23][NH:22][C:20]2[CH:19]=[CH:18][CH:17]=[C:16]([CH:15]([S:12]([C:7]3[CH:8]=[CH:9][CH:10]=[CH:11][N:6]=3)(=[O:14])=[O:13])[NH:27][CH2:28][C:29]3[CH:34]=[CH:33][C:32]([C:35]4[S:36][CH:37]=[CH:38][N:39]=4)=[CH:31][CH:30]=3)[N:21]=2)[CH:51]=[CH:50][CH:49]=[CH:48][CH:47]=1. (2) Given the reactants [CH2:1]([N:8]([CH2:13][C:14]([OH:16])=O)[CH2:9][C:10]([OH:12])=O)[C:2]1[CH:7]=[CH:6][CH:5]=[CH:4][CH:3]=1.C(OC(=O)C)(=O)C.CC(C)=O.[CH:28]1[CH:33]=[CH:32][C:31]([CH2:34][CH2:35][NH2:36])=[CH:30][CH:29]=1, predict the reaction product. The product is: [CH2:1]([N:8]1[CH2:9][C:10](=[O:12])[N:36]([CH2:35][CH2:34][C:31]2[CH:32]=[CH:33][CH:28]=[CH:29][CH:30]=2)[C:14](=[O:16])[CH2:13]1)[C:2]1[CH:3]=[CH:4][CH:5]=[CH:6][CH:7]=1.